This data is from Peptide-MHC class I binding affinity with 185,985 pairs from IEDB/IMGT. The task is: Regression. Given a peptide amino acid sequence and an MHC pseudo amino acid sequence, predict their binding affinity value. This is MHC class I binding data. The peptide sequence is TAAAWYLWEV. The MHC is HLA-A02:06 with pseudo-sequence HLA-A02:06. The binding affinity (normalized) is 0.977.